From a dataset of Forward reaction prediction with 1.9M reactions from USPTO patents (1976-2016). Predict the product of the given reaction. (1) The product is: [C:2]([N:6]1[C:18]([CH3:22])=[CH:17][C:11]([C:12]([O:14][CH2:15][CH3:16])=[O:13])=[N:7]1)([CH3:5])([CH3:4])[CH3:3]. Given the reactants Cl.[C:2]([NH:6][NH2:7])([CH3:5])([CH3:4])[CH3:3].C([C:11](=[C:17]=[CH:18]N(C)C)[C:12]([O:14][CH2:15][CH3:16])=[O:13])(=O)C.[CH2:22](O)C, predict the reaction product. (2) Given the reactants [F:1][C:2]1[CH:3]=[C:4]([CH:8]=[CH:9][CH:10]=1)[CH2:5][CH2:6][OH:7].N1C=CC=CC=1.[CH3:17][S:18](Cl)(=[O:20])=[O:19], predict the reaction product. The product is: [F:1][C:2]1[CH:3]=[C:4]([CH2:5][CH2:6][O:7][S:18]([CH3:17])(=[O:20])=[O:19])[CH:8]=[CH:9][CH:10]=1. (3) Given the reactants [N+:1]([C:4]1[CH:5]=[C:6]2[C:10](=[CH:11][C:12]=1[OH:13])[NH:9][N:8]=[CH:7]2)([O-:3])=[O:2].[Cl:14][CH2:15][CH2:16][CH2:17][CH2:18]O, predict the reaction product. The product is: [Cl:14][CH2:15][CH2:16][CH2:17][CH2:18][O:13][C:12]1[CH:11]=[C:10]2[C:6]([CH:7]=[N:8][NH:9]2)=[CH:5][C:4]=1[N+:1]([O-:3])=[O:2]. (4) Given the reactants Cl[S:2]([N:5]=[C:6]=[O:7])(=[O:4])=[O:3].[C:8]([OH:12])([CH3:11])([CH3:10])[CH3:9].Cl.[O:14]1[CH2:18][CH2:17][CH2:16][NH:15]1, predict the reaction product. The product is: [O:14]1[CH2:18][CH2:17][CH2:16][N:15]1[S:2]([NH:5][C:6](=[O:7])[O:12][C:8]([CH3:11])([CH3:10])[CH3:9])(=[O:4])=[O:3]. (5) Given the reactants [C:1]1([CH2:11][C:12]([OH:14])=[O:13])[CH:6]=[CH:5][CH:4]=[CH:3][C:2]=1[CH2:7][C:8]([OH:10])=[O:9].[N+:15]([O-])([OH:17])=[O:16], predict the reaction product. The product is: [N+:15]([C:5]1[CH:6]=[C:1]([CH2:11][C:12]([OH:14])=[O:13])[C:2]([CH2:7][C:8]([OH:10])=[O:9])=[CH:3][CH:4]=1)([O-:17])=[O:16]. (6) Given the reactants [Cl:1][C:2]1[CH:7]=[CH:6][C:5]([CH2:8][CH2:9][CH2:10]O)=[CH:4][CH:3]=1.C1(P(C2C=CC=CC=2)C2C=CC=CC=2)C=CC=CC=1.[Br:31]N1C(=O)CCC1=O, predict the reaction product. The product is: [Br:31][CH2:10][CH2:9][CH2:8][C:5]1[CH:6]=[CH:7][C:2]([Cl:1])=[CH:3][CH:4]=1. (7) Given the reactants [F:1][C:2]1[CH:3]=[C:4]2[C:9](=[CH:10][CH:11]=1)[N:8]([C:12]1[CH:17]=[CH:16][C:15]([CH3:18])=[CH:14][CH:13]=1)[C:7](=[O:19])[CH2:6][CH2:5]2.[Cl:20][CH2:21][CH2:22][CH2:23]C1CC2C(=CC=CC=2)N(C2C=CC=CC=2)C1=O.BrCCCCl, predict the reaction product. The product is: [Cl:20][CH2:21][CH2:22][CH2:23][CH:6]1[CH2:5][C:4]2[C:9](=[CH:10][CH:11]=[C:2]([F:1])[CH:3]=2)[N:8]([C:12]2[CH:17]=[CH:16][C:15]([CH3:18])=[CH:14][CH:13]=2)[C:7]1=[O:19].